Dataset: CYP1A2 inhibition data for predicting drug metabolism from PubChem BioAssay. Task: Regression/Classification. Given a drug SMILES string, predict its absorption, distribution, metabolism, or excretion properties. Task type varies by dataset: regression for continuous measurements (e.g., permeability, clearance, half-life) or binary classification for categorical outcomes (e.g., BBB penetration, CYP inhibition). Dataset: cyp1a2_veith. The molecule is CCn1c(SCC(=O)Nc2ccc3c(c2)OCCO3)nc2c(c1=O)SC(C)C2. The result is 1 (inhibitor).